Predict the product of the given reaction. From a dataset of Forward reaction prediction with 1.9M reactions from USPTO patents (1976-2016). (1) Given the reactants [CH:1]1([S:4]([NH2:7])(=[O:6])=[O:5])[CH2:3][CH2:2]1.[H-].[Na+].[CH3:10][C:11]1([CH3:38])[CH2:20][C:19]2[C:14](=[CH:15][CH:16]=[C:17]([C:21](O)=[O:22])[CH:18]=2)[NH:13][CH:12]1[C:24]1[CH:29]=[CH:28][CH:27]=[C:26]([NH:30][C:31]([CH3:37])([C:33](=[O:36])[NH:34][CH3:35])[CH3:32])[CH:25]=1.C(N1C=CN=C1)(N1C=CN=C1)=O.CS(N)(=O)=O, predict the reaction product. The product is: [CH:1]1([S:4]([NH:7][C:21]([C:17]2[CH:18]=[C:19]3[C:14](=[CH:15][CH:16]=2)[NH:13][CH:12]([C:24]2[CH:25]=[C:26]([NH:30][C:31]([CH3:37])([CH3:32])[C:33]([NH:34][CH3:35])=[O:36])[CH:27]=[CH:28][CH:29]=2)[C:11]([CH3:38])([CH3:10])[CH2:20]3)=[O:22])(=[O:6])=[O:5])[CH2:3][CH2:2]1. (2) Given the reactants [C:1]([O:5][C:6](=[O:22])[N:7](C1C=CC(Br)=CC=1)[CH2:8][C:9]1[CH:14]=[CH:13][CH:12]=[CH:11][CH:10]=1)([CH3:4])([CH3:3])[CH3:2].Br[C:24]1[CH:29]=[CH:28][C:27](C([C:24]2[CH:29]=[CH:28][CH:27]=[CH:26][CH:25]=2)N)=[CH:26][CH:25]=1.[PH2:38]([O-:40])=[O:39].[NH3+]C1C=CC=CC=1.CCN(CC)CC, predict the reaction product. The product is: [C:1]([O:5][C:6]([NH:7][CH:8]([C:9]1[CH:10]=[CH:11][CH:12]=[CH:13][CH:14]=1)[C:24]1[CH:29]=[CH:28][C:27]([PH:38](=[O:39])[OH:40])=[CH:26][CH:25]=1)=[O:22])([CH3:2])([CH3:3])[CH3:4]. (3) Given the reactants C(NC(C)C)(C)C.C([Li])CCC.CCCCCC.[C:19]([OH:24])(=[O:23])[CH:20]([CH3:22])[CH3:21].[CH2:25](Cl)[C:26]1[CH:31]=[CH:30][CH:29]=[CH:28][CH:27]=1, predict the reaction product. The product is: [CH3:21][C:20]([CH3:22])([CH2:25][C:26]1[CH:31]=[CH:30][CH:29]=[CH:28][CH:27]=1)[C:19]([OH:24])=[O:23]. (4) Given the reactants [CH:1]1([C:7]2[N:12]([C:13]3[CH:18]=[CH:17][CH:16]=[CH:15][C:14]=3[F:19])[C:11](=[O:20])[CH:10]=[C:9]([OH:21])[N:8]=2)[CH2:6][CH2:5][CH2:4][CH2:3][CH2:2]1.[Cl-].C[Al+]C.CCCCCC.FC1C=CC=C[C:34]=1[NH2:35].C1(C#N)CCCCC1.C(OCC)(=O)[CH2:49][C:50]([O:52]CC)=[O:51].C[O-:60].[Na+], predict the reaction product. The product is: [CH:1]1([C:7]2[N:12]([C:13]3[CH:18]=[CH:17][CH:16]=[CH:15][C:14]=3[F:19])[C:11](=[O:20])[C:10]([C:34]([NH:35][CH2:49][C:50]([OH:52])=[O:51])=[O:60])=[C:9]([OH:21])[N:8]=2)[CH2:2][CH2:3][CH2:4][CH2:5][CH2:6]1. (5) Given the reactants [NH2:1][C:2]1[O:6][N:5]=[C:4]([CH3:7])[C:3]=1[Br:8].[CH2:9]([O:13][C:14]1[CH:19]=[CH:18][C:17]([S:20](Cl)(=[O:22])=[O:21])=[CH:16][CH:15]=1)[CH2:10][CH2:11][CH3:12], predict the reaction product. The product is: [CH2:9]([O:13][C:14]1[CH:19]=[CH:18][C:17]([S:20]([NH:1][C:2]2[O:6][N:5]=[C:4]([CH3:7])[C:3]=2[Br:8])(=[O:22])=[O:21])=[CH:16][CH:15]=1)[CH2:10][CH2:11][CH3:12].